Predict the reaction yield, written as a fraction of the theoretical maximum amount of product (1.0 means a 100% yield; for example, 0.34 means a 34% yield). From a dataset of Reaction yield outcomes from USPTO patents with 853,638 reactions. (1) The reactants are [C:1]([O:5][C:6](=[O:14])[NH:7][CH:8]1[CH2:13][CH2:12][NH:11][CH2:10][CH2:9]1)([CH3:4])([CH3:3])[CH3:2].C(N(CC)CC)C.[F:22][C:23]1[CH:30]=[CH:29][C:26]([CH2:27]Br)=[CH:25][CH:24]=1. The catalyst is C1COCC1. The product is [C:1]([O:5][C:6](=[O:14])[NH:7][CH:8]1[CH2:13][CH2:12][N:11]([CH2:27][C:26]2[CH:29]=[CH:30][C:23]([F:22])=[CH:24][CH:25]=2)[CH2:10][CH2:9]1)([CH3:4])([CH3:2])[CH3:3]. The yield is 0.910. (2) The product is [Br:1][C:2]1[CH:10]=[C:9]2[C:5]([C:6]([CH2:11][C:13]#[N:15])=[CH:7][NH:8]2)=[CH:4][CH:3]=1. The catalyst is CO. The reactants are [Br:1][C:2]1[CH:10]=[C:9]2[C:5]([C:6]([CH:11]=O)=[CH:7][NH:8]2)=[CH:4][CH:3]=1.[CH:13]([NH2:15])=O.[BH4-].[Na+].[C-]#N.[K+]. The yield is 0.670.